From a dataset of Reaction yield outcomes from USPTO patents with 853,638 reactions. Predict the reaction yield, written as a fraction of the theoretical maximum amount of product (1.0 means a 100% yield; for example, 0.34 means a 34% yield). (1) The reactants are [CH3:1][O:2][C:3]1[C:4]([CH2:12][N:13]([CH3:15])[CH3:14])=[C:5]2[C:9](=[CH:10][CH:11]=1)[NH:8][CH:7]=[CH:6]2.CN(C=O)C.[Cl:21][C:22]1[CH:23]=[C:24]([S:29](Cl)(=[O:31])=[O:30])[CH:25]=[CH:26][C:27]=1[F:28]. No catalyst specified. The product is [Cl:21][C:22]1[CH:23]=[C:24]([S:29]([N:8]2[C:9]3[C:5](=[C:4]([CH2:12][N:13]([CH3:14])[CH3:15])[C:3]([O:2][CH3:1])=[CH:11][CH:10]=3)[CH:6]=[CH:7]2)(=[O:30])=[O:31])[CH:25]=[CH:26][C:27]=1[F:28]. The yield is 0.140. (2) The reactants are Cl.[NH2:2][CH2:3][C:4]1[CH:13]=[CH:12][CH:11]=[C:10]2[C:5]=1[C:6](=[O:23])[N:7]([CH:15]1[CH2:20][CH2:19][C:18](=[O:21])[NH:17][C:16]1=[O:22])[C:8]([CH3:14])=[N:9]2.[F:24][C:25]([F:37])([F:36])[O:26][C:27]1[CH:35]=[CH:34][C:30]([C:31](Cl)=[O:32])=[CH:29][CH:28]=1.C(N(CC)C(C)C)(C)C. The catalyst is C(#N)C. The product is [O:22]=[C:16]1[CH:15]([N:7]2[C:6](=[O:23])[C:5]3[C:10](=[CH:11][CH:12]=[CH:13][C:4]=3[CH2:3][NH:2][C:31](=[O:32])[C:30]3[CH:34]=[CH:35][C:27]([O:26][C:25]([F:24])([F:36])[F:37])=[CH:28][CH:29]=3)[N:9]=[C:8]2[CH3:14])[CH2:20][CH2:19][C:18](=[O:21])[NH:17]1. The yield is 0.540. (3) The reactants are [NH2:1][C:2]1[CH:7]=[CH:6][C:5]([C@H:8]([CH3:20])[C:9]([NH:11][C:12]2[S:13][C:14]([CH:17]([CH3:19])[CH3:18])=[CH:15][N:16]=2)=[O:10])=[CH:4][CH:3]=1.FC(F)(F)C(O)=O.[O-:28][C:29]#[N:30].[K+]. The catalyst is C(#N)C. The product is [NH2:30][C:29]([NH:1][C:2]1[CH:7]=[CH:6][C:5]([C@H:8]([CH3:20])[C:9]([NH:11][C:12]2[S:13][C:14]([CH:17]([CH3:19])[CH3:18])=[CH:15][N:16]=2)=[O:10])=[CH:4][CH:3]=1)=[O:28]. The yield is 0.620. (4) The reactants are [Br:1][C:2]1[CH:3]=[C:4](I)[C:5]([O:8][CH2:9][CH3:10])=[N:6][CH:7]=1.[CH3:12][C@@H:13]1[CH2:18][O:17][CH2:16][CH2:15][NH:14]1. No catalyst specified. The product is [Br:1][C:2]1[CH:3]=[C:4]([N:14]2[CH2:15][CH2:16][O:17][CH2:18][C@H:13]2[CH3:12])[C:5]([O:8][CH2:9][CH3:10])=[N:6][CH:7]=1. The yield is 0.170.